This data is from Full USPTO retrosynthesis dataset with 1.9M reactions from patents (1976-2016). The task is: Predict the reactants needed to synthesize the given product. (1) Given the product [Cl:17][C:5]1[CH:4]=[CH:3][C:2]([CH:26]=[O:27])=[CH:16][C:6]=1[CH2:7][NH:8][C:9](=[O:15])[O:10][C:11]([CH3:14])([CH3:13])[CH3:12], predict the reactants needed to synthesize it. The reactants are: Br[C:2]1[CH:3]=[CH:4][C:5]([Cl:17])=[C:6]([CH:16]=1)[CH2:7][NH:8][C:9](=[O:15])[O:10][C:11]([CH3:14])([CH3:13])[CH3:12].[Li]CCCC.CN([CH:26]=[O:27])C. (2) The reactants are: [OH:1]/[N:2]=[C:3](/[C:28]1[CH:33]=[CH:32][N:31]=[C:30]([CH3:34])[CH:29]=1)\[CH2:4][C@H:5]([C:13]1[CH:18]=[CH:17][C:16]([N:19]2[CH2:24][CH2:23][CH:22]([C:25]([OH:27])=[O:26])[CH2:21][CH2:20]2)=[CH:15][CH:14]=1)[C:6]1[CH:11]=[CH:10][CH:9]=[CH:8][C:7]=1[CH3:12].ClC1C=CC=C(C(OO)=[O:43])C=1. Given the product [C:25]([CH:22]1[CH2:21][CH2:20][N:19]([C:16]2[CH:15]=[CH:14][C:13]([C@H:5]([C:6]3[CH:11]=[CH:10][CH:9]=[CH:8][C:7]=3[CH3:12])[CH2:4]/[C:3](/[C:28]3[CH:33]=[CH:32][N+:31]([O-:43])=[C:30]([CH3:34])[CH:29]=3)=[N:2]\[OH:1])=[CH:18][CH:17]=2)[CH2:24][CH2:23]1)([OH:27])=[O:26], predict the reactants needed to synthesize it. (3) Given the product [CH:19]1([C:4]2[C:3]([CH2:2][C:22]#[N:23])=[CH:8][N:7]=[C:6]([C:9]3[CH:14]=[CH:13][C:12]([C:15]([F:17])([F:16])[F:18])=[CH:11][CH:10]=3)[N:5]=2)[CH2:20][CH2:21]1, predict the reactants needed to synthesize it. The reactants are: Cl[CH2:2][C:3]1[C:4]([CH:19]2[CH2:21][CH2:20]2)=[N:5][C:6]([C:9]2[CH:14]=[CH:13][C:12]([C:15]([F:18])([F:17])[F:16])=[CH:11][CH:10]=2)=[N:7][CH:8]=1.[C-:22]#[N:23].[Na+].O. (4) Given the product [OH:30][NH:29][C:26]([N:23]1[CH2:24][CH2:25][CH:20]([CH:18]2[O:17][C:14]3=[CH:15][N:16]=[C:11]([C:8]4[CH2:9][CH2:10][N:5]([S:2]([CH3:1])(=[O:4])=[O:3])[CH2:6][CH:7]=4)[CH:12]=[C:13]3[CH2:19]2)[CH2:21][CH2:22]1)=[NH:27], predict the reactants needed to synthesize it. The reactants are: [CH3:1][S:2]([N:5]1[CH2:10][CH:9]=[C:8]([C:11]2[CH:12]=[C:13]3[CH2:19][CH:18]([CH:20]4[CH2:25][CH2:24][N:23]([C:26]#[N:27])[CH2:22][CH2:21]4)[O:17][C:14]3=[CH:15][N:16]=2)[CH2:7][CH2:6]1)(=[O:4])=[O:3].Cl.[NH2:29][OH:30]. (5) The reactants are: C([O:5][C:6]([N:8]1[CH2:13][CH2:12][CH:11]([C:14]2[C:23]3[C:18](=[CH:19][C:20]([O:24][CH2:25][CH2:26]O)=[CH:21][CH:22]=3)[N:17]=[CH:16][N:15]=2)[CH2:10][CH2:9]1)=O)(C)(C)C.CCN(CC)CC.CS(Cl)(=O)=O.[CH3:40][N:41]1[CH2:46][CH2:45][NH:44][CH2:43][C:42]1=[O:47].Cl.[N+](C1C=CC(OC(=O)[NH:60][C:61]2[CH:66]=[CH:65][C:64]([N:67]3[CH2:71][CH2:70][CH2:69][CH2:68]3)=[CH:63][CH:62]=2)=CC=1)([O-])=O. Given the product [N:67]1([C:64]2[CH:65]=[CH:66][C:61]([NH:60][C:6]([N:8]3[CH2:13][CH2:12][CH:11]([C:14]4[C:23]5[C:18](=[CH:19][C:20]([O:24][CH2:25][CH2:26][N:44]6[CH2:45][CH2:46][N:41]([CH3:40])[C:42](=[O:47])[CH2:43]6)=[CH:21][CH:22]=5)[N:17]=[CH:16][N:15]=4)[CH2:10][CH2:9]3)=[O:5])=[CH:62][CH:63]=2)[CH2:68][CH2:69][CH2:70][CH2:71]1, predict the reactants needed to synthesize it. (6) Given the product [Cl:32][C:33]1[CH:38]=[CH:37][C:36]([O:42][CH3:43])=[C:35]([C:22]2[C:5]3[O:6][C@@H:7]([CH2:10][O:11][S:12]([C:15]4[CH:20]=[CH:19][C:18]([CH3:21])=[CH:17][CH:16]=4)(=[O:14])=[O:13])[CH2:8][O:9][C:4]=3[CH:3]=[C:2]([Cl:1])[CH:23]=2)[CH:34]=1, predict the reactants needed to synthesize it. The reactants are: [Cl:1][C:2]1[CH:23]=[C:22](OS(C(F)(F)F)(=O)=O)[C:5]2[O:6][C@@H:7]([CH2:10][O:11][S:12]([C:15]3[CH:20]=[CH:19][C:18]([CH3:21])=[CH:17][CH:16]=3)(=[O:14])=[O:13])[CH2:8][O:9][C:4]=2[CH:3]=1.[Cl:32][C:33]1[CH:34]=[CH:35][C:36]([O:42][CH3:43])=[C:37](B(O)O)[CH:38]=1. (7) Given the product [Cl:1][C:2]1[CH:3]=[N:4][C:5]2[N:6]([N:8]=[C:9]([C:11]([N:16]3[CH2:17][CH2:18][C:19]4[C:24](=[C:23]([C:25]([F:26])([F:27])[F:28])[CH:22]=[CH:21][CH:20]=4)[N:15]3[CH3:14])=[O:13])[CH:10]=2)[CH:7]=1, predict the reactants needed to synthesize it. The reactants are: [Cl:1][C:2]1[CH:3]=[N:4][C:5]2[N:6]([N:8]=[C:9]([C:11]([OH:13])=O)[CH:10]=2)[CH:7]=1.[CH3:14][N:15]1[C:24]2[C:19](=[CH:20][CH:21]=[CH:22][C:23]=2[C:25]([F:28])([F:27])[F:26])[CH2:18][CH2:17][NH:16]1. (8) The reactants are: [Br:1][C:2]1[CH:10]=[CH:9][C:5]([C:6]([OH:8])=O)=[CH:4][C:3]=1[O:11][CH2:12][C:13]([F:16])([F:15])[F:14].Cl.[F:18][CH:19]1[CH2:22][NH:21][CH2:20]1. Given the product [Br:1][C:2]1[CH:10]=[CH:9][C:5]([C:6]([N:21]2[CH2:22][CH:19]([F:18])[CH2:20]2)=[O:8])=[CH:4][C:3]=1[O:11][CH2:12][C:13]([F:16])([F:15])[F:14], predict the reactants needed to synthesize it. (9) Given the product [C:20]([O:7][C:6](=[O:8])[C:5]1[CH:9]=[CH:10][C:2]([Br:1])=[CH:3][CH:4]=1)([CH3:22])([CH3:21])[CH3:19], predict the reactants needed to synthesize it. The reactants are: [Br:1][C:2]1[CH:10]=[CH:9][C:5]([C:6]([OH:8])=[O:7])=[CH:4][CH:3]=1.FC(F)(F)S(O)(=O)=O.[CH3:19][C:20](=[CH2:22])[CH3:21].